From a dataset of Reaction yield outcomes from USPTO patents with 853,638 reactions. Predict the reaction yield, written as a fraction of the theoretical maximum amount of product (1.0 means a 100% yield; for example, 0.34 means a 34% yield). (1) The reactants are [CH3:1][C:2]1[C:7]([CH3:8])=[CH:6][CH:5]=[CH:4][C:3]=1[N:9]1[CH2:14][CH2:13][N:12]([CH2:15][CH2:16][NH2:17])[CH2:11][CH2:10]1.[CH2:18]([C:21]1[N:25]([C:26]([CH3:29])([CH3:28])[CH3:27])[N:24]=[C:23]([CH:30]=O)[CH:22]=1)[CH2:19][CH3:20]. No catalyst specified. The product is [C:26]([N:25]1[C:21]([CH2:18][CH2:19][CH3:20])=[CH:22][C:23]([CH2:30][NH:17][CH2:16][CH2:15][N:12]2[CH2:11][CH2:10][N:9]([C:3]3[CH:4]=[CH:5][CH:6]=[C:7]([CH3:8])[C:2]=3[CH3:1])[CH2:14][CH2:13]2)=[N:24]1)([CH3:29])([CH3:28])[CH3:27]. The yield is 0.907. (2) The reactants are [CH3:1][C:2]1([CH3:17])[C:13]2[C:14]3[N:5]([C:6](=[O:16])[C:7](=[O:15])[NH:8][C:9]=3[CH:10]=[CH:11][CH:12]=2)[CH2:4][CH2:3]1.C(=O)([O-])[O-].[Cs+].[Cs+].CC1C=CC(S(O[CH2:35][C@@H:36]2[C@@H:43]3[C@@H:39]([O:40][C:41]([CH3:45])([CH3:44])[O:42]3)[CH:38]([O:46][CH3:47])[O:37]2)(=O)=O)=CC=1.O. The catalyst is CN(C=O)C. The product is [CH3:47][O:46][CH:38]1[C@@H:39]2[O:40][C:41]([CH3:45])([CH3:44])[O:42][C@@H:43]2[C@@H:36]([CH2:35][N:8]2[C:9]3[CH:10]=[CH:11][CH:12]=[C:13]4[C:2]([CH3:17])([CH3:1])[CH2:3][CH2:4][N:5]([C:14]=34)[C:6](=[O:16])[C:7]2=[O:15])[O:37]1. The yield is 0.470. (3) The reactants are [CH2:1]([C:3]1[CH:4]=[N:5][N:6]([CH3:18])[C:7]=1[C:8]1[CH:9]=[C:10]([C:14]([O:16]C)=[O:15])[S:11][C:12]=1[CH3:13])[CH3:2].[OH-].[Na+]. The catalyst is O1CCCC1. The product is [CH2:1]([C:3]1[CH:4]=[N:5][N:6]([CH3:18])[C:7]=1[C:8]1[CH:9]=[C:10]([C:14]([OH:16])=[O:15])[S:11][C:12]=1[CH3:13])[CH3:2]. The yield is 1.00. (4) The reactants are [N].N1C2[C:5](=CC=CC=2)[CH:4]=[CH:3]1.[Br:11][C:12]1[CH:13]=[C:14]([C:21]([O:23][CH3:24])=[O:22])[C:15]2[CH:16]=[CH:17][NH:18][C:19]=2[CH:20]=1.[Cl-].C(C[P+](C)(C)C)#N.CC(O)C.[H-].[Na+]. The catalyst is C1COCC1. The product is [Br:11][C:12]1[CH:13]=[C:14]([C:21]([O:23][CH3:24])=[O:22])[C:15]2[CH:16]=[CH:17][N:18]([CH:4]([CH3:5])[CH3:3])[C:19]=2[CH:20]=1. The yield is 0.800. (5) The reactants are [Mg].Br[C:3]1[CH:8]=[CH:7][C:6]([C:9]2[O:10][CH2:11][C:12]([CH3:15])([CH3:14])[N:13]=2)=[CH:5][CH:4]=1.[CH2:16]([N:23]1[CH2:28][CH2:27][C:26](=[O:29])[CH2:25][CH2:24]1)[C:17]1[CH:22]=[CH:21][CH:20]=[CH:19][CH:18]=1.[Cl-].[NH4+]. The yield is 0.350. The product is [CH2:16]([N:23]1[CH2:28][CH2:27][C:26]([C:3]2[CH:8]=[CH:7][C:6]([C:9]3[O:10][CH2:11][C:12]([CH3:15])([CH3:14])[N:13]=3)=[CH:5][CH:4]=2)([OH:29])[CH2:25][CH2:24]1)[C:17]1[CH:18]=[CH:19][CH:20]=[CH:21][CH:22]=1. The catalyst is II.C(OCC)(=O)C.O1CCCC1. (6) The reactants are [C:1]([O:5][C:6]([NH:8][C:9]1[N:13]([CH:14]2[CH2:19][CH2:18][CH2:17][N:16]([C:20]([O:22][C:23]([CH3:26])([CH3:25])[CH3:24])=[O:21])[CH2:15]2)[N:12]=[C:11]([C:27]2[CH:32]=[CH:31][C:30]([O:33][C:34]3[CH:39]=[CH:38][CH:37]=[CH:36][CH:35]=3)=[CH:29][CH:28]=2)[C:10]=1[C:40]#[N:41])=[O:7])([CH3:4])([CH3:3])[CH3:2].[H-].[Na+].[CH3:44]I.O. The catalyst is CN(C=O)C. The product is [C:1]([O:5][C:6]([N:8]([CH3:44])[C:9]1[N:13]([CH:14]2[CH2:19][CH2:18][CH2:17][N:16]([C:20]([O:22][C:23]([CH3:26])([CH3:25])[CH3:24])=[O:21])[CH2:15]2)[N:12]=[C:11]([C:27]2[CH:32]=[CH:31][C:30]([O:33][C:34]3[CH:35]=[CH:36][CH:37]=[CH:38][CH:39]=3)=[CH:29][CH:28]=2)[C:10]=1[C:40]#[N:41])=[O:7])([CH3:2])([CH3:3])[CH3:4]. The yield is 0.650.